The task is: Predict the reactants needed to synthesize the given product.. This data is from Full USPTO retrosynthesis dataset with 1.9M reactions from patents (1976-2016). (1) Given the product [NH2:39][C:37]1[N:36]=[CH:35][N:34]=[C:33]2[N:32]([C@H:40]3[CH2:45][CH2:44][C@@H:43]([N:46]4[CH2:47][CH2:48][N:49]([CH3:52])[CH2:50][CH2:51]4)[CH2:42][CH2:41]3)[N:31]=[C:30]([C:7]3[CH:6]=[CH:5][C:4]([NH:18][C:19](=[O:28])[O:20][CH2:21][C:22]4[CH:23]=[CH:24][CH:25]=[CH:26][CH:27]=4)=[C:3]([O:2][CH3:1])[CH:8]=3)[C:38]=12, predict the reactants needed to synthesize it. The reactants are: [CH3:1][O:2][C:3]1[CH:8]=[C:7](B2OC(C)(C)C(C)(C)O2)[CH:6]=[CH:5][C:4]=1[NH:18][C:19](=[O:28])[O:20][CH2:21][C:22]1[CH:27]=[CH:26][CH:25]=[CH:24][CH:23]=1.I[C:30]1[C:38]2[C:33](=[N:34][CH:35]=[N:36][C:37]=2[NH2:39])[N:32]([C@H:40]2[CH2:45][CH2:44][C@@H:43]([N:46]3[CH2:51][CH2:50][N:49]([CH3:52])[CH2:48][CH2:47]3)[CH2:42][CH2:41]2)[N:31]=1.C(=O)([O-])[O-].[Na+].[Na+]. (2) Given the product [NH2:13][C:12]1[C:3]2[CH:4]=[C:5]3[C:10]([CH:9]=[CH:8][CH:7]=[CH:6]3)=[CH:11][C:2]=2[O:1][C:15]=1[C:16]([C:18]1[CH:23]=[CH:22][C:21]([Cl:24])=[CH:20][C:19]=1[Cl:25])=[O:17], predict the reactants needed to synthesize it. The reactants are: [OH:1][C:2]1[C:3]([C:12]#[N:13])=[CH:4][C:5]2[C:10]([CH:11]=1)=[CH:9][CH:8]=[CH:7][CH:6]=2.Cl[CH2:15][C:16]([C:18]1[CH:23]=[CH:22][C:21]([Cl:24])=[CH:20][C:19]=1[Cl:25])=[O:17].C(=O)([O-])[O-].[K+].[K+]. (3) Given the product [Cl:24][C:2]1[S:3][C:4]2[CH:10]=[C:9]([CH:11]([N:19]3[CH:23]=[CH:22][N:21]=[CH:20]3)[CH:12]([N:15]([CH2:17][CH3:18])[CH3:16])[CH2:13][CH3:14])[CH:8]=[CH:7][C:5]=2[N:6]=1, predict the reactants needed to synthesize it. The reactants are: Br[C:2]1[S:3][C:4]2[CH:10]=[C:9]([CH:11]([N:19]3[CH:23]=[CH:22][N:21]=[CH:20]3)[CH:12]([N:15]([CH2:17][CH3:18])[CH3:16])[CH2:13][CH3:14])[CH:8]=[CH:7][C:5]=2[N:6]=1.[ClH:24]. (4) Given the product [C:1]([O:4][C:13]1[C:21]2[C:20]([CH3:22])=[CH:19][S:18][C:17]=2[CH:16]=[C:11]([C:9]([O:8][CH2:6][CH3:7])=[O:10])[CH:12]=1)(=[O:3])[CH3:2], predict the reactants needed to synthesize it. The reactants are: [C:1]([O-:4])(=[O:3])[CH3:2].[Na+].[CH2:6]([O:8][C:9]([C:11](=[CH:16][C:17]1[S:18][CH:19]=[C:20]([CH3:22])[CH:21]=1)[CH2:12][C:13](O)=O)=[O:10])[CH3:7].